The task is: Predict the reaction yield, written as a fraction of the theoretical maximum amount of product (1.0 means a 100% yield; for example, 0.34 means a 34% yield).. This data is from Reaction yield outcomes from USPTO patents with 853,638 reactions. (1) The catalyst is O.O1CCOCC1. The reactants are [NH:1]1[CH2:9][CH2:8][CH:4]([C:5]([OH:7])=[O:6])[CH2:3][CH2:2]1.C(=O)([O-])[O-].[Na+].[Na+].[C:16](O[C:16]([O:18][C:19]([CH3:22])([CH3:21])[CH3:20])=[O:17])([O:18][C:19]([CH3:22])([CH3:21])[CH3:20])=[O:17]. The yield is 0.540. The product is [C:16]([N:1]1[CH2:9][CH2:8][CH:4]([C:5]([OH:7])=[O:6])[CH2:3][CH2:2]1)([O:18][C:19]([CH3:22])([CH3:21])[CH3:20])=[O:17]. (2) The reactants are [NH2:1][C:2]1[CH:12]=[CH:11][CH:10]=[CH:9][C:3]=1[C:4]([O:6][CH2:7][CH3:8])=[O:5].N1C=CC=CC=1.[Br:19][C:20]1[CH:28]=[CH:27][C:23]([C:24](Cl)=[O:25])=[CH:22][CH:21]=1. The catalyst is CN(C1C=CN=CC=1)C.C(Cl)Cl.C(OCC)(=O)C. The product is [Br:19][C:20]1[CH:28]=[CH:27][C:23]([C:24]([NH:1][C:2]2[CH:12]=[CH:11][CH:10]=[CH:9][C:3]=2[C:4]([O:6][CH2:7][CH3:8])=[O:5])=[O:25])=[CH:22][CH:21]=1. The yield is 0.593. (3) The reactants are [CH:1](NC(C)C)(C)C.C([Li])CCC.[CH3:13][C:14]([Si:17]([CH3:26])([CH3:25])[N:18]1[CH2:22][CH2:21][CH:20]([CH3:23])[C:19]1=[O:24])([CH3:16])[CH3:15].IC.[NH4+].[Cl-]. The catalyst is C1COCC1. The product is [CH3:13][C:14]([Si:17]([CH3:26])([CH3:25])[N:18]1[CH2:22][CH2:21][C:20]([CH3:1])([CH3:23])[C:19]1=[O:24])([CH3:15])[CH3:16]. The yield is 0.820. (4) The reactants are [C:1]([O:10]C)(=O)[C:2]1[C:3](=[CH:5][CH:6]=[CH:7][CH:8]=1)[SH:4].[CH2:12]1[CH2:17][CH2:16][N:15]([C:18]([CH2:20][C:21]#[N:22])=[O:19])[CH2:14][CH2:13]1.C(N(CC)CC)C. The catalyst is C1(C)C=CC=CC=1. The product is [O:19]=[C:18]([N:15]1[CH2:16][CH2:17][CH2:12][CH2:13][CH2:14]1)[CH:20]=[C:21]1[NH:22][C:1](=[O:10])[C:2]2[CH:8]=[CH:7][CH:6]=[CH:5][C:3]=2[S:4]1. The yield is 0.250. (5) The reactants are [Cl:1][C:2]1[CH:11]=[C:10]([C:12]([CH3:15])([CH3:14])[CH3:13])[CH:9]=[CH:8][C:3]=1[C:4](OC)=[O:5].[H-].C([Al+]CC(C)C)C(C)C.Cl. The catalyst is ClCCl.C1(C)C=CC=CC=1. The product is [Cl:1][C:2]1[CH:11]=[C:10]([C:12]([CH3:15])([CH3:14])[CH3:13])[CH:9]=[CH:8][C:3]=1[CH2:4][OH:5]. The yield is 0.510.